This data is from Catalyst prediction with 721,799 reactions and 888 catalyst types from USPTO. The task is: Predict which catalyst facilitates the given reaction. (1) Reactant: [C:1]([O:5][C:6]([N:8]1[C:16]2[C:11](=[N:12][CH:13]=[C:14](Br)[CH:15]=2)[C:10]([CH3:19])([CH3:18])[CH2:9]1)=[O:7])([CH3:4])([CH3:3])[CH3:2].C([Li])CCC.[F:25][C:26]1[CH:33]=[CH:32][C:29]([CH:30]=[O:31])=[CH:28][CH:27]=1. Product: [C:1]([O:5][C:6]([N:8]1[C:16]2[C:11](=[N:12][CH:13]=[C:14]([CH:30]([C:29]3[CH:32]=[CH:33][C:26]([F:25])=[CH:27][CH:28]=3)[OH:31])[CH:15]=2)[C:10]([CH3:19])([CH3:18])[CH2:9]1)=[O:7])([CH3:4])([CH3:3])[CH3:2]. The catalyst class is: 1. (2) Reactant: [NH2:1][C:2]1[CH:3]=[C:4]([CH:8]=[CH:9][C:10]=1[OH:11])[C:5]([OH:7])=[O:6].N1C=CC=CC=1.[F:18][C:19]([F:31])([F:30])[O:20][C:21]1[CH:29]=[CH:28][C:24]([C:25](Cl)=[O:26])=[CH:23][CH:22]=1. Product: [OH:11][C:10]1[CH:9]=[CH:8][C:4]([C:5]([OH:7])=[O:6])=[CH:3][C:2]=1[NH:1][C:25](=[O:26])[C:24]1[CH:28]=[CH:29][C:21]([O:20][C:19]([F:18])([F:30])[F:31])=[CH:22][CH:23]=1. The catalyst class is: 1. (3) Reactant: FC(F)(F)C([O-])=O.[F:8][C:9]1[CH:14]=[CH:13][C:12]([CH2:15][CH2:16][C:17](=O)[CH2:18][N+]2C=CC=CC=2)=[CH:11][CH:10]=1.C(OC(=O)[NH:32][C@@H:33]([C:37]([CH:39]1[C:44](=O)OC(C)(C)O[C:40]1=[O:48])=O)[CH:34]([CH3:36])[CH3:35])(C)(C)C.[NH4+:50].[OH-].C([C:54]1[CH:68]=[CH:67][C:57]([C:58]([NH:60][CH2:61][C:62]2[O:63][CH:64]=[CH:65][CH:66]=2)=[O:59])=[CH:56][CH:55]=1)=O. Product: [F:8][C:9]1[CH:10]=[CH:11][C:12]([CH2:15][CH2:16][C:17]2[N:50]=[C:37]3[CH:33]([CH:34]([CH3:35])[CH3:36])[NH:32][C:40](=[O:48])[C:39]3=[C:44]([C:54]3[CH:68]=[CH:67][C:57]([C:58]([NH:60][CH2:61][C:62]4[O:63][CH:64]=[CH:65][CH:66]=4)=[O:59])=[CH:56][CH:55]=3)[CH:18]=2)=[CH:13][CH:14]=1. The catalyst class is: 14. (4) Reactant: ON1C(=O)CCC1=O.C(N(CC)CC)C.Cl[C:17]([O:19][CH2:20][CH3:21])=[O:18].[CH2:22]([C:29]1[C:30](=[O:37])[NH:31][NH:32][C:33]=1[CH:34]([CH3:36])[CH3:35])[C:23]1[CH:28]=[CH:27][CH:26]=[CH:25][CH:24]=1. Product: [CH2:22]([C:29]1[C:30](=[O:37])[NH:31][N:32]([C:17]([O:19][CH2:20][CH3:21])=[O:18])[C:33]=1[CH:34]([CH3:35])[CH3:36])[C:23]1[CH:24]=[CH:25][CH:26]=[CH:27][CH:28]=1. The catalyst class is: 7.